This data is from Full USPTO retrosynthesis dataset with 1.9M reactions from patents (1976-2016). The task is: Predict the reactants needed to synthesize the given product. (1) The reactants are: Cl[C:2]1[C:3]2[CH:10]=[C:9]([C:11]3[CH:16]=[CH:15][C:14]([F:17])=[CH:13][CH:12]=3)[S:8][C:4]=2[N:5]=[CH:6][N:7]=1.[Cl:18][C:19]1[CH:20]=[C:21]([CH:23]=[CH:24][C:25]=1[F:26])[NH2:22]. Given the product [Cl:18][C:19]1[CH:20]=[C:21]([NH:22][C:2]2[C:3]3[CH:10]=[C:9]([C:11]4[CH:16]=[CH:15][C:14]([F:17])=[CH:13][CH:12]=4)[S:8][C:4]=3[N:5]=[CH:6][N:7]=2)[CH:23]=[CH:24][C:25]=1[F:26], predict the reactants needed to synthesize it. (2) Given the product [CH:1]1([CH2:4][N:5]2[C:9]3[CH:10]=[CH:11][C:12]([C:14]#[N:15])=[CH:13][C:8]=3[N:7]=[C:6]2[CH2:16][C:17]2[CH:22]=[CH:21][C:20]([O:23][CH2:29][CH3:30])=[CH:19][N:18]=2)[CH2:3][CH2:2]1, predict the reactants needed to synthesize it. The reactants are: [CH:1]1([CH2:4][N:5]2[C:9]3[CH:10]=[CH:11][C:12]([C:14]#[N:15])=[CH:13][C:8]=3[N:7]=[C:6]2[CH2:16][C:17]2[CH:22]=[CH:21][C:20]([OH:23])=[CH:19][N:18]=2)[CH2:3][CH2:2]1.CO[Na].CO.[CH2:29](I)[CH3:30].